From a dataset of Full USPTO retrosynthesis dataset with 1.9M reactions from patents (1976-2016). Predict the reactants needed to synthesize the given product. (1) Given the product [Br:1][C:2]1[CH:3]=[C:4]2[N:10]([CH2:23][C:24]3([F:32])[CH2:29][CH2:28][C:27]([F:31])([F:30])[CH2:26][CH2:25]3)[CH:9]=[CH:8][C:5]2=[N:6][CH:7]=1, predict the reactants needed to synthesize it. The reactants are: [Br:1][C:2]1[CH:3]=[C:4]2[NH:10][CH:9]=[CH:8][C:5]2=[N:6][CH:7]=1.C(=O)([O-])[O-].[Cs+].[Cs+].FC(F)(F)S(O[CH2:23][C:24]1([F:32])[CH2:29][CH2:28][C:27]([F:31])([F:30])[CH2:26][CH2:25]1)(=O)=O. (2) Given the product [Cl:28][CH:29]([Cl:33])[C:30]([NH:21][C@@H:19]([CH3:20])[C@H:18]([O:17][C:13]1[CH:12]=[C:11]2[C:16](=[CH:15][CH:14]=1)[N:8]([C:5]1[CH:4]=[CH:3][C:2]([F:1])=[CH:7][CH:6]=1)[N:9]=[CH:10]2)[C:22]1[CH:23]=[CH:24][CH:25]=[CH:26][CH:27]=1)=[O:31], predict the reactants needed to synthesize it. The reactants are: [F:1][C:2]1[CH:7]=[CH:6][C:5]([N:8]2[C:16]3[C:11](=[CH:12][C:13]([O:17][C@@H:18]([C:22]4[CH:27]=[CH:26][CH:25]=[CH:24][CH:23]=4)[C@H:19]([NH2:21])[CH3:20])=[CH:14][CH:15]=3)[CH:10]=[N:9]2)=[CH:4][CH:3]=1.[Cl:28][CH:29]([Cl:33])[C:30](Cl)=[O:31]. (3) Given the product [Br:1][C:2]1[CH:22]=[CH:21][C:20]([F:23])=[CH:19][C:3]=1[O:4][CH:5]1[CH2:10][CH2:9][N:8]([C:11]2[N:16]=[C:15]3[C:14]([N:18]=[C:25]([NH:24][CH2:27][C:28]([O:30][CH2:31][CH3:32])=[O:29])[NH:17]3)=[CH:13][N:12]=2)[CH2:7][CH2:6]1, predict the reactants needed to synthesize it. The reactants are: [Br:1][C:2]1[CH:22]=[CH:21][C:20]([F:23])=[CH:19][C:3]=1[O:4][CH:5]1[CH2:10][CH2:9][N:8]([C:11]2[N:16]=[C:15]([NH2:17])[C:14]([NH2:18])=[CH:13][N:12]=2)[CH2:7][CH2:6]1.[N:24]([CH2:27][C:28]([O:30][CH2:31][CH3:32])=[O:29])=[C:25]=S.C1CCC(N=C=NC2CCCCC2)CC1. (4) Given the product [NH2:25][N:6]1[C:7](=[O:16])[C:8]2[C:13](=[CH:12][C:11]([F:14])=[C:10]([F:15])[CH:9]=2)[N:4]([CH:1]2[CH2:3][CH2:2]2)[C:5]1=[O:17], predict the reactants needed to synthesize it. The reactants are: [CH:1]1([N:4]2[C:13]3[C:8](=[CH:9][C:10]([F:15])=[C:11]([F:14])[CH:12]=3)[C:7](=[O:16])[NH:6][C:5]2=[O:17])[CH2:3][CH2:2]1.O1CCCC1.[H-].[Na+].[N+:25](C1C=C([N+]([O-])=O)C=CC=1NO)([O-])=O.